From a dataset of Catalyst prediction with 721,799 reactions and 888 catalyst types from USPTO. Predict which catalyst facilitates the given reaction. Reactant: CS(C)=O.[CH3:5][C:6]1[CH:7]=[C:8]([OH:20])[C:9]([C:13]2[C:18]([CH3:19])=[CH:17][CH:16]=[CH:15][N:14]=2)=[N:10][C:11]=1[CH3:12].Cl[C:22]1[C:31]2[C:26](=[CH:27][C:28]([O:34][CH3:35])=[C:29]([O:32][CH3:33])[CH:30]=2)[N:25]=[CH:24][CH:23]=1.C(=O)([O-])[O-].[Cs+].[Cs+]. Product: [CH3:33][O:32][C:29]1[CH:30]=[C:31]2[C:26](=[CH:27][C:28]=1[O:34][CH3:35])[N:25]=[CH:24][CH:23]=[C:22]2[O:20][C:8]1[C:9]([C:13]2[C:18]([CH3:19])=[CH:17][CH:16]=[CH:15][N:14]=2)=[N:10][C:11]([CH3:12])=[C:6]([CH3:5])[CH:7]=1. The catalyst class is: 850.